From a dataset of Catalyst prediction with 721,799 reactions and 888 catalyst types from USPTO. Predict which catalyst facilitates the given reaction. (1) Reactant: [CH3:1][O:2][C:3]1[CH:4]=[C:5]([C:12]2[CH2:13][CH2:14][N:15]([C:18]([O:20][C:21]([CH3:24])([CH3:23])[CH3:22])=[O:19])[CH2:16][CH:17]=2)[CH:6]=[CH:7][C:8]=1[N+:9]([O-])=O.Cl. Product: [NH2:9][C:8]1[CH:7]=[CH:6][C:5]([C:12]2[CH2:17][CH2:16][N:15]([C:18]([O:20][C:21]([CH3:22])([CH3:23])[CH3:24])=[O:19])[CH2:14][CH:13]=2)=[CH:4][C:3]=1[O:2][CH3:1]. The catalyst class is: 186. (2) Reactant: [NH2:1][CH2:2][C:3]([OH:5])=O.[OH-:6].[Na+].ClC[C:10]1[CH:18]=[CH:17][CH:16]=[CH:15][C:11]=1[C:12](Cl)=[O:13].[ClH:19].[C:20](#N)C. Product: [Cl:19][CH2:20][N:1]([C:12](=[O:13])[C:11]1[CH:15]=[CH:16][CH:17]=[CH:18][CH:10]=1)[CH2:2][C:3]([OH:5])=[O:6]. The catalyst class is: 6. (3) Reactant: C(Cl)(=O)C(Cl)=O.CS(C)=O.[OH:11][CH:12]1[CH2:17][CH2:16][N:15]([C:18]([O:20][CH2:21][C:22]2[CH:27]=[CH:26][CH:25]=[CH:24][CH:23]=2)=[O:19])[CH:14]([C:28]([O:30][CH3:31])=[O:29])[CH2:13]1.C(N(CC)CC)C. Product: [O:11]=[C:12]1[CH2:17][CH2:16][N:15]([C:18]([O:20][CH2:21][C:22]2[CH:23]=[CH:24][CH:25]=[CH:26][CH:27]=2)=[O:19])[CH:14]([C:28]([O:30][CH3:31])=[O:29])[CH2:13]1. The catalyst class is: 473.